This data is from Full USPTO retrosynthesis dataset with 1.9M reactions from patents (1976-2016). The task is: Predict the reactants needed to synthesize the given product. (1) The reactants are: [CH3:1][O:2][C:3]1[CH:4]=[C:5]([CH:9]=[CH:10][C:11]=1[N+:12]([O-:14])=[O:13])[C:6](Cl)=[O:7].[CH2:15]([N:22]1[CH2:26][CH2:25][C@H:24]([OH:27])[CH2:23]1)[C:16]1[CH:21]=[CH:20][CH:19]=[CH:18][CH:17]=1.N1C=CC=CC=1. Given the product [CH2:15]([N:22]1[CH2:26][CH2:25][C@H:24]([O:27][C:6](=[O:7])[C:5]2[CH:9]=[CH:10][C:11]([N+:12]([O-:14])=[O:13])=[C:3]([O:2][CH3:1])[CH:4]=2)[CH2:23]1)[C:16]1[CH:17]=[CH:18][CH:19]=[CH:20][CH:21]=1, predict the reactants needed to synthesize it. (2) Given the product [CH2:26]([C:2]1[CH:3]=[CH:4][C:5]2[S:9][C:8]([CH2:10][O:11][C:12]3[C:13]([F:22])=[C:14]([C:18]([F:21])=[CH:19][CH:20]=3)[C:15]([NH2:17])=[O:16])=[N:7][C:6]=2[CH:23]=1)[CH:25]=[CH2:24], predict the reactants needed to synthesize it. The reactants are: Br[C:2]1[CH:3]=[CH:4][C:5]2[S:9][C:8]([CH2:10][O:11][C:12]3[C:13]([F:22])=[C:14]([C:18]([F:21])=[CH:19][CH:20]=3)[C:15]([NH2:17])=[O:16])=[N:7][C:6]=2[CH:23]=1.[CH2:24]([Sn](CCCC)(CCCC)CCCC)[CH:25]=[CH2:26].